From a dataset of Peptide-MHC class II binding affinity with 134,281 pairs from IEDB. Regression. Given a peptide amino acid sequence and an MHC pseudo amino acid sequence, predict their binding affinity value. This is MHC class II binding data. The peptide sequence is DKISDVSTIVPYIGPALNIV. The MHC is HLA-DQA10401-DQB10402 with pseudo-sequence HLA-DQA10401-DQB10402. The binding affinity (normalized) is 0.480.